This data is from Catalyst prediction with 721,799 reactions and 888 catalyst types from USPTO. The task is: Predict which catalyst facilitates the given reaction. (1) Reactant: [CH2:1]([O:3][C:4](=[O:11])[CH:5]1[CH2:10][CH2:9][NH:8][CH2:7][CH2:6]1)[CH3:2].C(N(CC)CC)C.[F:19][C:20]1[CH:25]=[CH:24][C:23]([S:26](Cl)(=[O:28])=[O:27])=[CH:22][CH:21]=1. Product: [F:19][C:20]1[CH:25]=[CH:24][C:23]([S:26]([N:8]2[CH2:7][CH2:6][CH:5]([C:4]([O:3][CH2:1][CH3:2])=[O:11])[CH2:10][CH2:9]2)(=[O:28])=[O:27])=[CH:22][CH:21]=1. The catalyst class is: 2. (2) Reactant: [CH3:1][N:2]([CH2:11][C:12]1[CH:17]=[C:16]([C:18]2[N:22]=[C:21]([C:23]3[CH:28]=[CH:27][C:26]([N:29]4[CH2:34][CH2:33][CH2:32][CH2:31][CH:30]4[CH3:35])=[C:25]([C:36]([F:39])([F:38])[F:37])[CH:24]=3)[O:20][N:19]=2)[CH:15]=[CH:14][N:13]=1)[CH2:3][C:4]([O:6]C(C)(C)C)=[O:5].Cl. Product: [CH3:1][N:2]([CH2:11][C:12]1[CH:17]=[C:16]([C:18]2[N:22]=[C:21]([C:23]3[CH:28]=[CH:27][C:26]([N:29]4[CH2:34][CH2:33][CH2:32][CH2:31][CH:30]4[CH3:35])=[C:25]([C:36]([F:39])([F:38])[F:37])[CH:24]=3)[O:20][N:19]=2)[CH:15]=[CH:14][N:13]=1)[CH2:3][C:4]([OH:6])=[O:5]. The catalyst class is: 12.